Dataset: NCI-60 drug combinations with 297,098 pairs across 59 cell lines. Task: Regression. Given two drug SMILES strings and cell line genomic features, predict the synergy score measuring deviation from expected non-interaction effect. (1) Drug 1: C1CCC(C1)C(CC#N)N2C=C(C=N2)C3=C4C=CNC4=NC=N3. Drug 2: CS(=O)(=O)C1=CC(=C(C=C1)C(=O)NC2=CC(=C(C=C2)Cl)C3=CC=CC=N3)Cl. Cell line: NCI/ADR-RES. Synergy scores: CSS=5.44, Synergy_ZIP=-1.76, Synergy_Bliss=-1.31, Synergy_Loewe=-3.81, Synergy_HSA=-2.00. (2) Drug 1: CC1C(C(CC(O1)OC2CC(OC(C2O)C)OC3=CC4=CC5=C(C(=O)C(C(C5)C(C(=O)C(C(C)O)O)OC)OC6CC(C(C(O6)C)O)OC7CC(C(C(O7)C)O)OC8CC(C(C(O8)C)O)(C)O)C(=C4C(=C3C)O)O)O)O. Drug 2: C1CC(=O)NC(=O)C1N2C(=O)C3=CC=CC=C3C2=O. Cell line: NCI-H460. Synergy scores: CSS=40.0, Synergy_ZIP=0.771, Synergy_Bliss=1.24, Synergy_Loewe=-41.7, Synergy_HSA=0.715. (3) Drug 1: C1=NC2=C(N1)C(=S)N=CN2. Drug 2: CC1CCCC2(C(O2)CC(NC(=O)CC(C(C(=O)C(C1O)C)(C)C)O)C(=CC3=CSC(=N3)C)C)C. Cell line: KM12. Synergy scores: CSS=59.7, Synergy_ZIP=-1.99, Synergy_Bliss=-0.455, Synergy_Loewe=-7.48, Synergy_HSA=2.03.